This data is from NCI-60 drug combinations with 297,098 pairs across 59 cell lines. The task is: Regression. Given two drug SMILES strings and cell line genomic features, predict the synergy score measuring deviation from expected non-interaction effect. (1) Drug 1: C1CN1P(=S)(N2CC2)N3CC3. Drug 2: CC1=C(C=C(C=C1)C(=O)NC2=CC(=CC(=C2)C(F)(F)F)N3C=C(N=C3)C)NC4=NC=CC(=N4)C5=CN=CC=C5. Cell line: OVCAR-8. Synergy scores: CSS=-0.829, Synergy_ZIP=-1.51, Synergy_Bliss=-5.11, Synergy_Loewe=-5.95, Synergy_HSA=-4.98. (2) Drug 2: CCC1=C2CN3C(=CC4=C(C3=O)COC(=O)C4(CC)O)C2=NC5=C1C=C(C=C5)O. Cell line: HS 578T. Drug 1: CN1CCC(CC1)COC2=C(C=C3C(=C2)N=CN=C3NC4=C(C=C(C=C4)Br)F)OC. Synergy scores: CSS=10.3, Synergy_ZIP=10.4, Synergy_Bliss=10.5, Synergy_Loewe=-4.28, Synergy_HSA=4.86. (3) Drug 1: CC1=C(C=C(C=C1)NC(=O)C2=CC=C(C=C2)CN3CCN(CC3)C)NC4=NC=CC(=N4)C5=CN=CC=C5. Drug 2: C1=NC2=C(N=C(N=C2N1C3C(C(C(O3)CO)O)F)Cl)N. Cell line: SW-620. Synergy scores: CSS=-10.2, Synergy_ZIP=4.32, Synergy_Bliss=3.42, Synergy_Loewe=-7.87, Synergy_HSA=-6.11. (4) Drug 1: CN1C2=C(C=C(C=C2)N(CCCl)CCCl)N=C1CCCC(=O)O.Cl. Drug 2: C1=NC2=C(N=C(N=C2N1C3C(C(C(O3)CO)O)F)Cl)N. Cell line: OVCAR-8. Synergy scores: CSS=34.4, Synergy_ZIP=-12.5, Synergy_Bliss=-20.1, Synergy_Loewe=-26.5, Synergy_HSA=-16.3. (5) Drug 1: C1=CC(=C2C(=C1NCCNCCO)C(=O)C3=C(C=CC(=C3C2=O)O)O)NCCNCCO. Drug 2: COCCOC1=C(C=C2C(=C1)C(=NC=N2)NC3=CC=CC(=C3)C#C)OCCOC.Cl. Cell line: MDA-MB-231. Synergy scores: CSS=37.6, Synergy_ZIP=4.20, Synergy_Bliss=4.64, Synergy_Loewe=-9.07, Synergy_HSA=5.45. (6) Drug 1: C1C(C(OC1N2C=NC3=C(N=C(N=C32)Cl)N)CO)O. Drug 2: C1CC(=O)NC(=O)C1N2C(=O)C3=CC=CC=C3C2=O. Cell line: OVCAR-8. Synergy scores: CSS=33.2, Synergy_ZIP=-2.76, Synergy_Bliss=-6.56, Synergy_Loewe=-25.0, Synergy_HSA=-6.49. (7) Drug 1: CCC1(CC2CC(C3=C(CCN(C2)C1)C4=CC=CC=C4N3)(C5=C(C=C6C(=C5)C78CCN9C7C(C=CC9)(C(C(C8N6C)(C(=O)OC)O)OC(=O)C)CC)OC)C(=O)OC)O.OS(=O)(=O)O. Drug 2: N.N.Cl[Pt+2]Cl. Cell line: A549. Synergy scores: CSS=59.9, Synergy_ZIP=-1.17, Synergy_Bliss=-0.850, Synergy_Loewe=2.20, Synergy_HSA=2.68. (8) Drug 1: COC1=C(C=C2C(=C1)N=CN=C2NC3=CC(=C(C=C3)F)Cl)OCCCN4CCOCC4. Drug 2: CC(C)(C#N)C1=CC(=CC(=C1)CN2C=NC=N2)C(C)(C)C#N. Cell line: MDA-MB-435. Synergy scores: CSS=14.6, Synergy_ZIP=-2.46, Synergy_Bliss=2.31, Synergy_Loewe=1.77, Synergy_HSA=1.20.